From a dataset of Forward reaction prediction with 1.9M reactions from USPTO patents (1976-2016). Predict the product of the given reaction. (1) The product is: [Cl:26][C:25]1[C:21]([CH2:20][S:1][C:2]2[N:7]=[C:6]([OH:8])[CH:5]=[C:4]([C:9]([F:12])([F:10])[F:11])[N:3]=2)=[N:22][N:23]([CH3:27])[CH:24]=1. Given the reactants [SH:1][C:2]1[N:7]=[C:6]([OH:8])[CH:5]=[C:4]([C:9]([F:12])([F:11])[F:10])[N:3]=1.C(=O)([O-])[O-].[K+].[K+].Br[CH2:20][C:21]1[C:25]([Cl:26])=[CH:24][N:23]([CH3:27])[N:22]=1, predict the reaction product. (2) Given the reactants [CH3:1][O:2][C:3]1[CH:22]=[CH:21][C:6]([C:7]([CH:9]2[CH2:14][CH2:13][N:12]([CH:15]3[CH2:19][CH2:18][NH:17][C:16]3=[O:20])[CH2:11][CH2:10]2)=[O:8])=[CH:5][CH:4]=1.Br[CH2:24][C:25]1[CH:32]=[CH:31][CH:30]=[C:29]([Cl:33])[C:26]=1[C:27]#[N:28].[H-].[Na+].ClCCl, predict the reaction product. The product is: [Cl:33][C:29]1[CH:30]=[CH:31][CH:32]=[C:25]([CH2:24][N:17]2[CH2:18][CH2:19][CH:15]([N:12]3[CH2:13][CH2:14][CH:9]([C:7](=[O:8])[C:6]4[CH:5]=[CH:4][C:3]([O:2][CH3:1])=[CH:22][CH:21]=4)[CH2:10][CH2:11]3)[C:16]2=[O:20])[C:26]=1[C:27]#[N:28]. (3) Given the reactants [CH2:1]([O:3][C:4]([C:6]1[C:7]2[CH:18]=[C:17]([CH2:19][CH2:20][CH2:21][CH3:22])[CH:16]=[C:15]([OH:23])[C:8]=2[S:9][C:10]=1[NH:11]C(=O)C)=[O:5])[CH3:2].OS(O)(=O)=O, predict the reaction product. The product is: [CH2:1]([O:3][C:4]([C:6]1[C:7]2[CH:18]=[C:17]([CH2:19][CH2:20][CH2:21][CH3:22])[CH:16]=[C:15]([OH:23])[C:8]=2[S:9][C:10]=1[NH2:11])=[O:5])[CH3:2]. (4) The product is: [C:29]([N:32]1[C:40]2[C:35](=[CH:36][CH:37]=[C:38]([N:41]3[C:45](=[O:46])[C:44]([CH3:48])([CH3:47])[N:43]([CH2:27][C:25]4[CH:24]=[CH:23][N:22]=[C:21]([NH2:20])[CH:26]=4)[C:42]3=[O:49])[CH:39]=2)[C:34]([CH3:51])([CH3:50])[CH2:33]1)(=[O:31])[CH3:30]. Given the reactants C1C=CC(P(C2C=CC=CC=2)C2C=CC=CC=2)=CC=1.[NH2:20][C:21]1[CH:26]=[C:25]([CH2:27]O)[CH:24]=[CH:23][N:22]=1.[C:29]([N:32]1[C:40]2[C:35](=[CH:36][CH:37]=[C:38]([N:41]3[C:45](=[O:46])[C:44]([CH3:48])([CH3:47])[NH:43][C:42]3=[O:49])[CH:39]=2)[C:34]([CH3:51])([CH3:50])[CH2:33]1)(=[O:31])[CH3:30], predict the reaction product. (5) Given the reactants [C:1]([O:5][C:6]([N:8]1[CH2:13][CH2:12][N:11]([C:14]2[CH:23]=[C:22]3[C:17]([CH:18]=[C:19]([C:24]([O:26]CC)=[O:25])[N:20]=[CH:21]3)=[CH:16][CH:15]=2)[CH2:10][CH2:9]1)=[O:7])([CH3:4])([CH3:3])[CH3:2].[OH-].[Na+], predict the reaction product. The product is: [C:1]([O:5][C:6]([N:8]1[CH2:9][CH2:10][N:11]([C:14]2[CH:23]=[C:22]3[C:17]([CH:18]=[C:19]([C:24]([OH:26])=[O:25])[N:20]=[CH:21]3)=[CH:16][CH:15]=2)[CH2:12][CH2:13]1)=[O:7])([CH3:4])([CH3:2])[CH3:3]. (6) Given the reactants [Cl:1][C:2]1[C:3]([F:31])=[C:4]([CH:8]2[C:12]([C:15]3[CH:20]=[CH:19][C:18]([Cl:21])=[CH:17][C:16]=3[F:22])([C:13]#[N:14])[CH:11]([CH2:23][C:24]([CH3:27])([CH3:26])[CH3:25])[NH:10][CH:9]2[C:28](O)=[O:29])[CH:5]=[CH:6][CH:7]=1.CN(C(ON1N=NC2C=CC=NC1=2)=[N+](C)C)C.F[P-](F)(F)(F)(F)F.CCN(C(C)C)C(C)C.[NH2:65][C:66]1[CH:67]=[C:68]([CH:72]=[CH:73][CH:74]=1)[C:69]([NH2:71])=[O:70], predict the reaction product. The product is: [C:69]([C:68]1[CH:67]=[C:66]([NH:65][C:28]([C@H:9]2[C@H:8]([C:4]3[CH:5]=[CH:6][CH:7]=[C:2]([Cl:1])[C:3]=3[F:31])[C@:12]([C:15]3[CH:20]=[CH:19][C:18]([Cl:21])=[CH:17][C:16]=3[F:22])([C:13]#[N:14])[C@H:11]([CH2:23][C:24]([CH3:25])([CH3:27])[CH3:26])[NH:10]2)=[O:29])[CH:74]=[CH:73][CH:72]=1)(=[O:70])[NH2:71]. (7) Given the reactants Br[C:2]1[C:10]2[O:9][CH2:8][CH:7]([C:11]3[CH:16]=[CH:15][C:14]([CH:17]([CH3:19])[CH3:18])=[CH:13][CH:12]=3)[C:6]=2[C:5]([CH3:20])=[C:4]([NH:21][C:22](=[O:28])[CH2:23][C:24]([CH3:27])([CH3:26])[CH3:25])[C:3]=1[CH3:29].[CH3:30][C:31]1[CH:36]=[CH:35][C:34](B(O)O)=[CH:33][CH:32]=1, predict the reaction product. The product is: [CH3:30][C:31]1[CH:36]=[CH:35][C:34]([C:2]2[C:10]3[O:9][CH2:8][CH:7]([C:11]4[CH:16]=[CH:15][C:14]([CH:17]([CH3:18])[CH3:19])=[CH:13][CH:12]=4)[C:6]=3[C:5]([CH3:20])=[C:4]([NH:21][C:22](=[O:28])[CH2:23][C:24]([CH3:26])([CH3:25])[CH3:27])[C:3]=2[CH3:29])=[CH:33][CH:32]=1.